From a dataset of Catalyst prediction with 721,799 reactions and 888 catalyst types from USPTO. Predict which catalyst facilitates the given reaction. Reactant: C[O:2][C:3]1[CH:4]=[C:5]2[C:10](=[CH:11][CH:12]=1)[CH:9]([C:13]1[CH:18]=[C:17]([F:19])[C:16]([F:20])=[C:15]([F:21])[CH:14]=1)[N:8]([C:22]1[CH:27]=[CH:26][CH:25]=[CH:24][CH:23]=1)[CH2:7][CH2:6]2.C(Cl)Cl. Product: [C:22]1([N:8]2[CH2:7][CH2:6][C:5]3[C:10](=[CH:11][CH:12]=[C:3]([OH:2])[CH:4]=3)[CH:9]2[C:13]2[CH:18]=[C:17]([F:19])[C:16]([F:20])=[C:15]([F:21])[CH:14]=2)[CH:27]=[CH:26][CH:25]=[CH:24][CH:23]=1. The catalyst class is: 100.